This data is from Catalyst prediction with 721,799 reactions and 888 catalyst types from USPTO. The task is: Predict which catalyst facilitates the given reaction. (1) Reactant: [Cl:1][C:2]1[CH:3]=[N:4][CH:5]=[C:6]([Cl:24])[C:7]=1[S:8][C:9]1[S:13][C:12]([C:14]([NH:16][CH2:17][CH2:18][CH:19]=O)=[O:15])=[CH:11][C:10]=1[N+:21]([O-:23])=[O:22].[OH:25][CH:26]1[CH2:31][CH2:30][CH2:29][NH:28][CH2:27]1.C(O)(=O)C.[Na]. Product: [Cl:1][C:2]1[CH:3]=[N:4][CH:5]=[C:6]([Cl:24])[C:7]=1[S:8][C:9]1[S:13][C:12]([C:14]([NH:16][CH2:17][CH2:18][CH2:19][N:28]2[CH2:29][CH2:30][CH2:31][CH:26]([OH:25])[CH2:27]2)=[O:15])=[CH:11][C:10]=1[N+:21]([O-:23])=[O:22]. The catalyst class is: 30. (2) Product: [Br:1][C:2]1[CH:7]=[CH:6][C:5]([S:8]([NH:21][CH:17]2[CH2:20][CH2:19][CH2:18]2)(=[O:10])=[O:9])=[C:4]([O:12][C:13]([F:16])([F:15])[F:14])[CH:3]=1. The catalyst class is: 4. Reactant: [Br:1][C:2]1[CH:7]=[CH:6][C:5]([S:8](Cl)(=[O:10])=[O:9])=[C:4]([O:12][C:13]([F:16])([F:15])[F:14])[CH:3]=1.[CH:17]1([NH2:21])[CH2:20][CH2:19][CH2:18]1. (3) Reactant: [Br:1][C:2]1[CH:7]=[CH:6][C:5]([C@H:8]2[S:14][CH2:13][C@H:12]([CH2:15]O)[NH:11][C:10]3[N:17]([CH3:26])[N:18]=[C:19]([C:20]4[CH:25]=[CH:24][CH:23]=[CH:22][N:21]=4)[C:9]2=3)=[C:4]([CH3:27])[CH:3]=1.C1(P(C2C=CC=CC=2)C2C=CC=CC=2)C=CC=CC=1.Br[N:48]1C(=O)CC[C:49]1=O.C([Na])#N. Product: [Br:1][C:2]1[CH:7]=[CH:6][C:5]([C@H:8]2[S:14][CH2:13][C@H:12]([CH2:15][C:49]#[N:48])[NH:11][C:10]3[N:17]([CH3:26])[N:18]=[C:19]([C:20]4[CH:25]=[CH:24][CH:23]=[CH:22][N:21]=4)[C:9]2=3)=[C:4]([CH3:27])[CH:3]=1. The catalyst class is: 59.